From a dataset of hERG potassium channel inhibition data for cardiac toxicity prediction from Karim et al.. Regression/Classification. Given a drug SMILES string, predict its toxicity properties. Task type varies by dataset: regression for continuous values (e.g., LD50, hERG inhibition percentage) or binary classification for toxic/non-toxic outcomes (e.g., AMES mutagenicity, cardiotoxicity, hepatotoxicity). Dataset: herg_karim. The compound is COCCCn1cc(CN(C(=O)C2CNCCC2c2ccn(C)c(=O)c2)C2CC2)c2c(Br)cccc21. The result is 0 (non-blocker).